Dataset: Forward reaction prediction with 1.9M reactions from USPTO patents (1976-2016). Task: Predict the product of the given reaction. (1) Given the reactants [F:1][CH:2]([F:24])[C:3]1[N:8]2[N:9]=[CH:10][C:11]([C:12]#[CH:13])=[C:7]2[N:6]=[C:5]([C:14]2[CH:19]=[CH:18][C:17]([C:20]([F:23])([F:22])[F:21])=[CH:16][CH:15]=2)[CH:4]=1.Br[C:26]1[CH:27]=[C:28]([S:32]([NH:35][CH2:36][CH2:37][N:38]([CH3:40])[CH3:39])(=[O:34])=[O:33])[CH:29]=[CH:30][CH:31]=1, predict the reaction product. The product is: [F:24][CH:2]([F:1])[C:3]1[N:8]2[N:9]=[CH:10][C:11]([C:12]#[C:13][C:26]3[CH:27]=[C:28]([S:32]([NH:35][CH2:36][CH2:37][N:38]([CH3:40])[CH3:39])(=[O:33])=[O:34])[CH:29]=[CH:30][CH:31]=3)=[C:7]2[N:6]=[C:5]([C:14]2[CH:19]=[CH:18][C:17]([C:20]([F:23])([F:22])[F:21])=[CH:16][CH:15]=2)[CH:4]=1. (2) The product is: [C:29]([O:33][C:34]([N:36]1[CH2:40][C@H:39]([C:41]2[CH:46]=[CH:45][CH:44]=[CH:43][CH:42]=2)[C@@H:38]([CH2:47][N:16]2[CH2:15][CH2:14][C:11]3([C:10](=[O:19])[N:9]([CH2:8][C:7]4[CH:6]=[CH:5][C:4]([O:3][CH3:2])=[CH:21][CH:20]=4)[CH2:13][CH2:12]3)[CH2:18][CH2:17]2)[CH2:37]1)=[O:35])([CH3:32])([CH3:30])[CH3:31]. Given the reactants Cl.[CH3:2][O:3][C:4]1[CH:21]=[CH:20][C:7]([CH2:8][N:9]2[CH2:13][CH2:12][C:11]3([CH2:18][CH2:17][NH:16][CH2:15][CH2:14]3)[C:10]2=[O:19])=[CH:6][CH:5]=1.C(N(CC)CC)C.[C:29]([O:33][C:34]([N:36]1[CH2:40][C@H:39]([C:41]2[CH:46]=[CH:45][CH:44]=[CH:43][CH:42]=2)[C@@H:38]([CH:47]=O)[CH2:37]1)=[O:35])([CH3:32])([CH3:31])[CH3:30].C(O[BH-](OC(=O)C)OC(=O)C)(=O)C.[Na+], predict the reaction product. (3) Given the reactants [O:1]1[CH2:6][CH2:5][N:4]([C:7]2[CH:13]=[CH:12][C:10]([NH2:11])=[CH:9][CH:8]=2)[CH2:3][CH2:2]1.Cl[C:15]1[C:16](=[O:34])[N:17]([CH2:27][C:28]2[CH:29]=[N:30][CH:31]=[CH:32][CH:33]=2)[C:18](=[O:26])[C:19]=1[C:20]1[CH:25]=[CH:24][CH:23]=[CH:22][CH:21]=1.O, predict the reaction product. The product is: [N:4]1([C:7]2[CH:13]=[CH:12][C:10]([NH:11][C:15]3[C:16](=[O:34])[N:17]([CH2:27][C:28]4[CH:29]=[N:30][CH:31]=[CH:32][CH:33]=4)[C:18](=[O:26])[C:19]=3[C:20]3[CH:21]=[CH:22][CH:23]=[CH:24][CH:25]=3)=[CH:9][CH:8]=2)[CH2:3][CH2:2][O:1][CH2:6][CH2:5]1. (4) Given the reactants C([O:3][C:4](=O)[C@@H:5]([NH2:18])[C@@H:6]([C:8]1[CH:13]=[CH:12][C:11]([S:14]([CH3:17])(=[O:16])=[O:15])=[CH:10][CH:9]=1)[OH:7])C.[BH4-].[K+].Cl.O, predict the reaction product. The product is: [NH2:18][C@H:5]([CH2:4][OH:3])[C@@H:6]([C:8]1[CH:9]=[CH:10][C:11]([S:14]([CH3:17])(=[O:16])=[O:15])=[CH:12][CH:13]=1)[OH:7]. (5) Given the reactants C1(C)C=CC(S(Cl)(=O)=O)=CC=1.C(N(CC)CC)C.[CH2:19]([O:26][C:27](=[O:56])[NH:28][C@H:29]([C:33]([N:35]1[CH2:40][CH2:39][CH:38]([O:41][C:42]2[CH:47]=[CH:46][C:45]([F:48])=[CH:44][C:43]=2[C:49]([NH:51][NH:52][C:53](=O)[CH3:54])=[O:50])[CH2:37][CH2:36]1)=[O:34])[CH:30]([CH3:32])[CH3:31])[C:20]1[CH:25]=[CH:24][CH:23]=[CH:22][CH:21]=1.Cl, predict the reaction product. The product is: [CH2:19]([O:26][C:27](=[O:56])[NH:28][C@H:29]([C:33]([N:35]1[CH2:40][CH2:39][CH:38]([O:41][C:42]2[CH:47]=[CH:46][C:45]([F:48])=[CH:44][C:43]=2[C:49]2[O:50][C:53]([CH3:54])=[N:52][N:51]=2)[CH2:37][CH2:36]1)=[O:34])[CH:30]([CH3:32])[CH3:31])[C:20]1[CH:25]=[CH:24][CH:23]=[CH:22][CH:21]=1.